From a dataset of Forward reaction prediction with 1.9M reactions from USPTO patents (1976-2016). Predict the product of the given reaction. (1) The product is: [CH3:57][N:52]([S:53]([CH3:56])(=[O:55])=[O:54])[C:47]1[C:46]([CH2:45][NH:44][C:16]2[C:21]([C:22]([F:25])([F:24])[F:23])=[CH:20][N:19]=[C:18]([NH:26][C:27]3[CH:28]=[C:29]([CH:37]=[CH:38][CH:39]=3)[C:30]([O:32][C:33]([CH3:36])([CH3:35])[CH3:34])=[O:31])[N:17]=2)=[CH:51][CH:50]=[CH:49][N:48]=1. Given the reactants C(O)(C)(C)C.CCN(C(C)C)C(C)C.Cl[C:16]1[C:21]([C:22]([F:25])([F:24])[F:23])=[CH:20][N:19]=[C:18]([NH:26][C:27]2[CH:28]=[C:29]([CH:37]=[CH:38][CH:39]=2)[C:30]([O:32][C:33]([CH3:36])([CH3:35])[CH3:34])=[O:31])[N:17]=1.C(O)(=O)C.[NH2:44][CH2:45][C:46]1[C:47]([N:52]([CH3:57])[S:53]([CH3:56])(=[O:55])=[O:54])=[N:48][CH:49]=[CH:50][CH:51]=1, predict the reaction product. (2) Given the reactants [CH3:1][N:2]1[CH2:7][CH2:6][C@H:5]([C:8]2[CH:13]=[CH:12][C:11]([Cl:14])=[C:10]([Cl:15])[CH:9]=2)[C@H:4]([CH2:16][OH:17])[CH2:3]1.CC(C)([O-])C.[K+].[Cl-].[Cl-].[Ca+2], predict the reaction product. The product is: [CH3:1][N:2]1[CH2:7][CH2:6][C@@H:5]([C:8]2[CH:13]=[CH:12][C:11]([Cl:14])=[C:10]([Cl:15])[CH:9]=2)[C@H:4]([CH2:16][OH:17])[CH2:3]1. (3) The product is: [C:14]([O:17][CH2:12][C:7]1[C:6]([CH3:13])=[C:5]([O:4][CH2:1][CH2:2][CH3:3])[CH:10]=[CH:9][N:8]=1)(=[O:16])[CH3:15]. Given the reactants [CH2:1]([O:4][C:5]1[CH:10]=[CH:9][N+:8]([O-])=[C:7]([CH3:12])[C:6]=1[CH3:13])[CH2:2][CH3:3].[C:14]([O:17]C(=O)C)(=[O:16])[CH3:15], predict the reaction product. (4) Given the reactants [Cl:1][C:2]1[CH:10]=[CH:9][C:8]2[NH:7][C:6]3[CH2:11][CH2:12][N:13]([CH3:16])[CH2:14][CH2:15][C:5]=3[C:4]=2[CH:3]=1.N1CCC[C@H]1C(O)=O.[O-]P([O-])([O-])=O.[K+].[K+].[K+].Cl[CH2:34][C:35]([N:37]1[CH2:41][CH2:40][CH2:39][CH2:38]1)=[O:36], predict the reaction product. The product is: [Cl:1][C:2]1[CH:10]=[CH:9][C:8]2[N:7]([CH2:34][C:35]([N:37]3[CH2:41][CH2:40][CH2:39][CH2:38]3)=[O:36])[C:6]3[CH2:11][CH2:12][N:13]([CH3:16])[CH2:14][CH2:15][C:5]=3[C:4]=2[CH:3]=1. (5) Given the reactants [CH3:1][C:2]([OH:9])([C:5]([CH3:8])([CH3:7])[CH3:6])[C:3]#[CH:4].Br[C:11]1[CH:12]=[C:13]([CH2:17][CH2:18][CH2:19][NH:20][C:21](=[O:26])[C:22]([F:25])([F:24])[F:23])[CH:14]=[CH:15][CH:16]=1.CN(C=O)C, predict the reaction product. The product is: [F:23][C:22]([F:24])([F:25])[C:21]([NH:20][CH2:19][CH2:18][CH2:17][C:13]1[CH:14]=[CH:15][CH:16]=[C:11]([C:4]#[C:3][C:2]([OH:9])([CH3:1])[C:5]([CH3:8])([CH3:7])[CH3:6])[CH:12]=1)=[O:26]. (6) Given the reactants [CH2:1]([CH:4]([NH:8][CH2:9][CH2:10][CH2:11][N:12]1[CH:16]=[CH:15][CH:14]=[C:13]1[C:17]([O:19]CC)=O)[CH2:5][CH2:6][CH3:7])[CH2:2][CH3:3].C[Al](C)C.C(OCC)(=O)C, predict the reaction product. The product is: [CH2:5]([CH:4]([N:8]1[CH2:9][CH2:10][CH2:11][N:12]2[CH:16]=[CH:15][CH:14]=[C:13]2[C:17]1=[O:19])[CH2:1][CH2:2][CH3:3])[CH2:6][CH3:7]. (7) Given the reactants [F:1][C:2]([F:19])([F:18])[CH:3]([NH:10]C(=O)OC(C)(C)C)[CH2:4][CH2:5][S:6]([CH3:9])(=[O:8])=[O:7].FC(F)(F)C(O)=O, predict the reaction product. The product is: [F:19][C:2]([F:1])([F:18])[CH:3]([NH2:10])[CH2:4][CH2:5][S:6]([CH3:9])(=[O:7])=[O:8].